This data is from Forward reaction prediction with 1.9M reactions from USPTO patents (1976-2016). The task is: Predict the product of the given reaction. (1) The product is: [N:14]1([C:11]2[CH:12]=[CH:13][C:8]([CH2:7][N:1]3[CH2:6][CH2:5][N:4]([C:25]([O:26][N:27]4[C:31](=[O:32])[CH2:30][CH2:29][C:28]4=[O:33])=[O:34])[CH2:3][CH2:2]3)=[C:9]([O:20][C:21]([F:23])([F:24])[F:22])[CH:10]=2)[CH2:15][CH2:16][O:17][CH2:18][CH2:19]1. Given the reactants [N:1]1([CH2:7][C:8]2[CH:13]=[CH:12][C:11]([N:14]3[CH2:19][CH2:18][O:17][CH2:16][CH2:15]3)=[CH:10][C:9]=2[O:20][C:21]([F:24])([F:23])[F:22])[CH2:6][CH2:5][NH:4][CH2:3][CH2:2]1.[C:25](=O)([O:34]N1C(=O)CCC1=O)[O:26][N:27]1[C:31](=[O:32])[CH2:30][CH2:29][C:28]1=[O:33].C(N(CC)CC)C, predict the reaction product. (2) The product is: [C:1]([O:4][CH2:5][C@@H:6]1[O:10][C@H:9]([N:11]2[CH:18]=[C:17]([F:19])[C:15]([NH:41][OH:42])=[N:14][C:12]2=[O:13])[CH2:8][C@H:7]1[OH:20])(=[O:3])[CH3:2]. Given the reactants [C:1]([O:4][CH2:5][C@@H:6]1[O:10][C@H:9]([N:11]2[CH:18]=[C:17]([F:19])[C:15](=O)[NH:14][C:12]2=[O:13])[CH2:8][C@H:7]1[OH:20])(=[O:3])[CH3:2].C(C1C=C(C(C)C)C=C(C(C)C)C=1S(Cl)(=O)=O)(C)C.Cl.[NH2:41][OH:42], predict the reaction product. (3) Given the reactants C[O:2][C:3]1[CH:12]=[C:11]2[C:6]([C:7](=[O:13])[N:8]=[CH:9][NH:10]2)=[CH:5][C:4]=1[C:14]1[N:15]=[N:16][C:17]([N:20]([CH3:31])[CH:21]2[CH2:26][C:25]([CH3:28])([CH3:27])[NH:24][C:23]([CH3:30])([CH3:29])[CH2:22]2)=[CH:18][CH:19]=1.B(Br)(Br)Br, predict the reaction product. The product is: [OH:2][C:3]1[CH:12]=[C:11]2[C:6]([C:7](=[O:13])[N:8]=[CH:9][NH:10]2)=[CH:5][C:4]=1[C:14]1[N:15]=[N:16][C:17]([N:20]([CH3:31])[CH:21]2[CH2:26][C:25]([CH3:27])([CH3:28])[NH:24][C:23]([CH3:30])([CH3:29])[CH2:22]2)=[CH:18][CH:19]=1. (4) Given the reactants [CH3:1][C:2]1[NH:3][C:4]([C:13]2[CH:18]=[CH:17][CH:16]=[CH:15][CH:14]=2)=[C:5]([C:7]2[CH:12]=[CH:11][CH:10]=[CH:9][CH:8]=2)[N:6]=1.[Br:19][CH2:20][CH2:21][CH2:22][CH2:23][CH2:24]Br.[H-].[Na+], predict the reaction product. The product is: [Br:19][CH2:20][CH2:21][CH2:22][CH2:23][CH2:24][N:6]1[C:5]([C:7]2[CH:12]=[CH:11][CH:10]=[CH:9][CH:8]=2)=[C:4]([C:13]2[CH:18]=[CH:17][CH:16]=[CH:15][CH:14]=2)[N:3]=[C:2]1[CH3:1].